From a dataset of Reaction yield outcomes from USPTO patents with 853,638 reactions. Predict the reaction yield, written as a fraction of the theoretical maximum amount of product (1.0 means a 100% yield; for example, 0.34 means a 34% yield). (1) The reactants are [Al+3].[Cl-].[Cl-].[Cl-].[Cl:5][CH2:6][C:7](Cl)=[O:8].[NH:10]1[C:19]2[C:14](=[CH:15][CH:16]=[CH:17][CH:18]=2)[CH2:13][CH2:12][C:11]1=[O:20]. The catalyst is C(Cl)Cl. The product is [Cl:5][CH2:6][C:7]([C:16]1[CH:15]=[C:14]2[C:19](=[CH:18][CH:17]=1)[NH:10][C:11](=[O:20])[CH2:12][CH2:13]2)=[O:8]. The yield is 0.970. (2) The reactants are [C:1]([O:5][C:6]([N:8]([CH2:19][C:20]1[CH:25]=[CH:24][CH:23]=[CH:22][CH:21]=1)[C@H:9]([CH2:17][OH:18])[CH2:10][C:11]1[CH:16]=[CH:15][CH:14]=[CH:13][CH:12]=1)=[O:7])([CH3:4])([CH3:3])[CH3:2].CC1(C)N([O])C(C)(C)CCC1.[Br-].[Na+].C(=O)(O)[O-].[Na+]. The catalyst is C1(C)C=CC=CC=1.O.C(OCC)(=O)C. The product is [C:1]([O:5][C:6]([N:8]([CH2:19][C:20]1[CH:21]=[CH:22][CH:23]=[CH:24][CH:25]=1)[C@H:9]([CH:17]=[O:18])[CH2:10][C:11]1[CH:12]=[CH:13][CH:14]=[CH:15][CH:16]=1)=[O:7])([CH3:4])([CH3:2])[CH3:3]. The yield is 1.00.